From a dataset of Forward reaction prediction with 1.9M reactions from USPTO patents (1976-2016). Predict the product of the given reaction. (1) Given the reactants C[O:2][C:3]1[CH:4]=[C:5]2[C:10](=[CH:11][CH:12]=1)[C:9](=[O:13])[CH2:8][CH2:7][CH2:6]2.O, predict the reaction product. The product is: [OH:2][C:3]1[CH:4]=[C:5]2[C:10](=[CH:11][CH:12]=1)[C:9](=[O:13])[CH2:8][CH2:7][CH2:6]2. (2) The product is: [Br:4][C:5]1[CH:28]=[N:27][C:8]2=[N:9][C:10]([N:14]3[CH2:17][CH:16]([N:18]([CH3:26])[C:19](=[O:25])[O:20][C:21]([CH3:24])([CH3:23])[CH3:22])[CH2:15]3)=[C:11]([NH:2][NH2:3])[N:12]=[C:7]2[C:6]=1[CH3:29]. Given the reactants O.[NH2:2][NH2:3].[Br:4][C:5]1[CH:28]=[N:27][C:8]2=[N:9][C:10]([N:14]3[CH2:17][CH:16]([N:18]([CH3:26])[C:19](=[O:25])[O:20][C:21]([CH3:24])([CH3:23])[CH3:22])[CH2:15]3)=[C:11](Cl)[N:12]=[C:7]2[C:6]=1[CH3:29], predict the reaction product. (3) Given the reactants [C:1]([C:5]1[CH:10]=[CH:9][C:8]([C:11]2[N:12]([C:30](Cl)=[O:31])[C@H:13]([C:23]3[CH:28]=[CH:27][C:26]([Cl:29])=[CH:25][CH:24]=3)[C@H:14]([C:16]3[CH:21]=[CH:20][C:19]([Cl:22])=[CH:18][CH:17]=3)[N:15]=2)=[C:7]([O:33][CH2:34][CH3:35])[CH:6]=1)([CH3:4])([CH3:3])[CH3:2].C(N(CC)CC)C.[N:43]1([C:49](=[O:57])[CH2:50][N:51]2[CH2:56][CH2:55][NH:54][CH2:53][CH2:52]2)[CH2:48][CH2:47][O:46][CH2:45][CH2:44]1, predict the reaction product. The product is: [C:1]([C:5]1[CH:10]=[CH:9][C:8]([C:11]2[N:12]([C:30]([N:54]3[CH2:53][CH2:52][N:51]([CH2:50][C:49]([N:43]4[CH2:44][CH2:45][O:46][CH2:47][CH2:48]4)=[O:57])[CH2:56][CH2:55]3)=[O:31])[C@H:13]([C:23]3[CH:24]=[CH:25][C:26]([Cl:29])=[CH:27][CH:28]=3)[C@H:14]([C:16]3[CH:17]=[CH:18][C:19]([Cl:22])=[CH:20][CH:21]=3)[N:15]=2)=[C:7]([O:33][CH2:34][CH3:35])[CH:6]=1)([CH3:4])([CH3:2])[CH3:3]. (4) Given the reactants [Br:1][C:2]1[CH:3]=[C:4]([C:8]([OH:10])=O)[CH:5]=[N:6][CH:7]=1.C(Cl)(=O)C(Cl)=O.[NH2:17][C:18]1[N:48]=[C:21]2[CH:22]=[CH:23][C:24]([O:26][C:27]3[CH:28]=[C:29]([NH:34][C:35](=[O:47])[C:36]4[CH:41]=[CH:40][CH:39]=[C:38]([C:42]([C:45]#[N:46])([CH3:44])[CH3:43])[CH:37]=4)[CH:30]=[CH:31][C:32]=3[CH3:33])=[CH:25][N:20]2[N:19]=1.C(=O)([O-])[O-].[K+].[K+].C(=O)([O-])O.[Na+], predict the reaction product. The product is: [Br:1][C:2]1[CH:3]=[C:4]([C:8]([NH:17][C:18]2[N:48]=[C:21]3[CH:22]=[CH:23][C:24]([O:26][C:27]4[CH:28]=[C:29]([NH:34][C:35]([C:36]5[CH:41]=[CH:40][CH:39]=[C:38]([C:42]([C:45]#[N:46])([CH3:43])[CH3:44])[CH:37]=5)=[O:47])[CH:30]=[CH:31][C:32]=4[CH3:33])=[CH:25][N:20]3[N:19]=2)=[O:10])[CH:5]=[N:6][CH:7]=1. (5) The product is: [CH3:16][C:3]1([C:22]2[NH:38][CH2:36][CH2:23][N:21]=2)[C:12]2[C:7]3[C:8](=[CH:13][CH:14]=[CH:15][C:6]=3[CH2:5][O:4]1)[CH:9]=[CH:10][CH:11]=2. Given the reactants [H-].[Na+].[CH:3]1([C:16](OC)=O)[C:12]2[C:7]3[C:8](=[CH:13][CH:14]=[CH:15][C:6]=3[CH2:5][O:4]1)[CH:9]=[CH:10][CH:11]=2.C[N:21]([CH:23]=O)[CH3:22].IC.CCOC(C)=O.C(Cl)Cl.[CH2:36]([N:38](CC)CC)C, predict the reaction product. (6) Given the reactants [C:1]([O:4][CH2:5][CH3:6])(=[O:3])[CH3:2], predict the reaction product. The product is: [C:1]([OH:4])(=[O:3])[CH3:2].[C:1]([O:4][CH2:5][CH3:6])(=[O:3])[CH3:2].